Predict the reaction yield, written as a fraction of the theoretical maximum amount of product (1.0 means a 100% yield; for example, 0.34 means a 34% yield). From a dataset of Reaction yield outcomes from USPTO patents with 853,638 reactions. (1) The reactants are [CH3:1][C:2]1([C:5]2[NH:13][C:8]3=[N:9][CH:10]=[CH:11][CH:12]=[C:7]3[CH:6]=2)[CH2:4][CH2:3]1.ClC1C=C(C=CC=1)C(OO)=[O:19].S(S([O-])=O)([O-])(=O)=O.[Na+].[Na+].ClCCl. The catalyst is COCCOC. The product is [CH3:1][C:2]1([C:5]2[NH:13][C:8]3=[N+:9]([O-:19])[CH:10]=[CH:11][CH:12]=[C:7]3[CH:6]=2)[CH2:4][CH2:3]1. The yield is 1.00. (2) The reactants are [NH2:1][C:2]1[C:10]2[C:5](=[CH:6][CH:7]=[C:8]([N:11]3[CH2:15][CH2:14][CH2:13][S:12]3(=[O:17])=[O:16])[CH:9]=2)[N:4](C(OCC2C=CC=CC=2)=O)[N:3]=1.CS[C:30]1[CH:35]=[CH:34][C:33]([CH2:36][C:37](Cl)=[O:38])=[CH:32][CH:31]=1.Cl[C:41]1C=CC=C(C(OO)=O)C=1.[S:51]([O-:55])([O-])(=[O:53])=S.[Na+].[Na+]. The catalyst is O1CCCC1.ClCCl. The product is [O:17]=[S:12]1(=[O:16])[CH2:13][CH2:14][CH2:15][N:11]1[C:8]1[CH:9]=[C:10]2[C:5](=[CH:6][CH:7]=1)[NH:4][N:3]=[C:2]2[NH:1][C:37](=[O:38])[CH2:36][C:33]1[CH:34]=[CH:35][C:30]([S:51]([CH3:41])(=[O:55])=[O:53])=[CH:31][CH:32]=1. The yield is 0.510. (3) The yield is 0.530. The product is [O:17]=[S:14]1(=[O:18])[CH2:15][CH2:16][CH:12]([NH:11][S:8]([C:5]2[CH:6]=[CH:7][C:2]([B:27]3[O:28][C:29]([CH3:31])([CH3:30])[C:25]([CH3:41])([CH3:24])[O:26]3)=[CH:3][CH:4]=2)(=[O:10])=[O:9])[CH2:13]1. The catalyst is CN(C)C=O.O.C([O-])(=O)C.[Pd+2].C([O-])(=O)C. The reactants are Br[C:2]1[CH:7]=[CH:6][C:5]([S:8]([NH:11][CH:12]2[CH2:16][CH2:15][S:14](=[O:18])(=[O:17])[CH2:13]2)(=[O:10])=[O:9])=[CH:4][CH:3]=1.C([O-])(=O)C.[K+].[CH3:24][C:25]1([CH3:41])[C:29]([CH3:31])([CH3:30])[O:28][B:27]([B:27]2[O:28][C:29]([CH3:31])([CH3:30])[C:25]([CH3:41])([CH3:24])[O:26]2)[O:26]1.